Task: Predict which catalyst facilitates the given reaction.. Dataset: Catalyst prediction with 721,799 reactions and 888 catalyst types from USPTO (1) Reactant: C(NC(C)C)(C)C.C([Li])CCC.[CH3:13][C:14]1[CH:19]=[N:18][CH:17]=[CH:16][N:15]=1.[CH3:20][O:21][C:22]1[CH:23]=[C:24]2[C:28](=[CH:29][CH:30]=1)[N:27]([CH3:31])[CH:26]=[C:25]2[C:32]#[N:33]. Product: [CH3:20][O:21][C:22]1[CH:23]=[C:24]2[C:28](=[CH:29][CH:30]=1)[N:27]([CH3:31])[CH:26]=[C:25]2[C:32]1[NH:33][C:19]2=[N:18][CH:17]=[CH:16][N:15]=[C:14]2[CH:13]=1. The catalyst class is: 30. (2) Reactant: [Cl:1][C:2]1[CH:7]=[CH:6][CH:5]=[CH:4][C:3]=1[C:8]1[CH:17]=[C:16]([CH2:18]O)[CH:15]=[C:14]2[C:9]=1[CH2:10][NH:11][C:12](=[O:28])[N:13]2[C:20]1[C:25]([Cl:26])=[CH:24][CH:23]=[CH:22][C:21]=1[Cl:27].C1(P(C2C=CC=CC=2)C2C=CC=CC=2)C=CC=CC=1.C(Br)(Br)(Br)[Br:49]. Product: [Br:49][CH2:18][C:16]1[CH:15]=[C:14]2[C:9]([CH2:10][NH:11][C:12](=[O:28])[N:13]2[C:20]2[C:25]([Cl:26])=[CH:24][CH:23]=[CH:22][C:21]=2[Cl:27])=[C:8]([C:3]2[CH:4]=[CH:5][CH:6]=[CH:7][C:2]=2[Cl:1])[CH:17]=1. The catalyst class is: 10. (3) Reactant: [C:1]([O:5][C:6]([N:8]1[C:16]2[C:11](=[CH:12][CH:13]=[CH:14][C:15]=2[C:17](O)=[O:18])[CH2:10][CH2:9]1)=[O:7])([CH3:4])([CH3:3])[CH3:2].CN(C(ON1N=NC2C=CC=NC1=2)=[N+](C)C)C.F[P-](F)(F)(F)(F)F.[Cl-].[CH3:45][O:46][C:47]([C:49]1[CH:54]=[CH:53][C:52]([C@@H:55]([NH3+:57])[CH3:56])=[CH:51][CH:50]=1)=[O:48].CCN(C(C)C)C(C)C. Product: [CH3:45][O:46][C:47]([C:49]1[CH:54]=[CH:53][C:52]([C@@H:55]([NH:57][C:17]([C:15]2[CH:14]=[CH:13][CH:12]=[C:11]3[C:16]=2[N:8]([C:6]([O:5][C:1]([CH3:4])([CH3:3])[CH3:2])=[O:7])[CH2:9][CH2:10]3)=[O:18])[CH3:56])=[CH:51][CH:50]=1)=[O:48]. The catalyst class is: 10. (4) Reactant: [Cl:1][C:2]1[N:7]=[C:6]([Cl:8])[CH:5]=[C:4]([C:9]2[O:10][CH:11]=[CH:12][CH:13]=2)[N:3]=1.[Br:14]N1C(=O)CCC1=O. Product: [Br:14][C:11]1[O:10][C:9]([C:4]2[CH:5]=[C:6]([Cl:8])[N:7]=[C:2]([Cl:1])[N:3]=2)=[CH:13][CH:12]=1. The catalyst class is: 31. (5) Reactant: [CH3:1][N:2]([C@H:12]([C:14]1[CH:19]=[CH:18][CH:17]=[CH:16][CH:15]=1)[CH3:13])[C@H:3]([C:5]1[CH:6]=[C:7]([OH:11])[CH:8]=[CH:9][CH:10]=1)[CH3:4].[CH3:20][I:21]. Product: [I-:21].[OH:11][C:7]1[CH:6]=[C:5]([C@@H:3]([N+:2]([CH3:20])([CH3:1])[C@H:12]([C:14]2[CH:19]=[CH:18][CH:17]=[CH:16][CH:15]=2)[CH3:13])[CH3:4])[CH:10]=[CH:9][CH:8]=1. The catalyst class is: 13. (6) Reactant: [H-].[Na+].[CH3:3][O:4][C:5]1[C:15]([N+:16]([O-:18])=[O:17])=[CH:14][C:8]2[NH:9][C:10](=[O:13])[CH2:11][O:12][C:7]=2[CH:6]=1.[CH3:19]I. Product: [CH3:3][O:4][C:5]1[C:15]([N+:16]([O-:18])=[O:17])=[CH:14][C:8]2[N:9]([CH3:19])[C:10](=[O:13])[CH2:11][O:12][C:7]=2[CH:6]=1. The catalyst class is: 3. (7) Reactant: [OH:1][C:2]1[CH:3]=[C:4]([CH:8]=[CH:9][CH:10]=1)[C:5]([OH:7])=[O:6].C([O-])([O-])=O.[Na+].[Na+].[I:17]I.Cl. Product: [OH:1][C:2]1[CH:3]=[C:4]([CH:8]=[CH:9][C:10]=1[I:17])[C:5]([OH:7])=[O:6]. The catalyst class is: 6.